Predict which catalyst facilitates the given reaction. From a dataset of Catalyst prediction with 721,799 reactions and 888 catalyst types from USPTO. (1) Reactant: [F:1][C:2]1[CH:7]=[CH:6][C:5]([C:8]2[O:9][C:10]3[CH:20]=[C:19]([N:21]([CH3:26])[S:22]([CH3:25])(=[O:24])=[O:23])[C:18](C4C=CC=C(B5OC(C)(C)C(C)(C)O5)C=4)=[CH:17][C:11]=3[C:12]=2[C:13]([NH:15][CH3:16])=[O:14])=[CH:4][CH:3]=1.Br[C:43]1[N:52]=[CH:51][C:50]2[O:49][CH2:48][N:47]([CH2:53][C:54]3[CH:59]=[CH:58][C:57]([F:60])=[CH:56][CH:55]=3)[C:46](=[O:61])[C:45]=2[CH:44]=1.[O-]P([O-])([O-])=O.[K+].[K+].[K+]. Product: [F:60][C:57]1[CH:58]=[CH:59][C:54]([CH2:53][N:47]2[C:46](=[O:61])[C:45]3[CH:44]=[C:43]([C:18]4[C:19]([N:21]([CH3:26])[S:22]([CH3:25])(=[O:24])=[O:23])=[CH:20][C:10]5[O:9][C:8]([C:5]6[CH:6]=[CH:7][C:2]([F:1])=[CH:3][CH:4]=6)=[C:12]([C:13]([NH:15][CH3:16])=[O:14])[C:11]=5[CH:17]=4)[N:52]=[CH:51][C:50]=3[O:49][CH2:48]2)=[CH:55][CH:56]=1. The catalyst class is: 151. (2) Reactant: Cl[C:2]1[C:3]2[N:10]([CH:11]([CH3:13])[CH3:12])[CH:9]=[CH:8][C:4]=2[N:5]=[CH:6][N:7]=1.[NH2:14][C:15]1[CH:20]=[CH:19][C:18]([OH:21])=[CH:17][C:16]=1[Cl:22].C(=O)([O-])[O-].[K+].[K+]. Product: [Cl:22][C:16]1[CH:17]=[C:18]([O:21][C:2]2[C:3]3[N:10]([CH:11]([CH3:13])[CH3:12])[CH:9]=[CH:8][C:4]=3[N:5]=[CH:6][N:7]=2)[CH:19]=[CH:20][C:15]=1[NH2:14]. The catalyst class is: 60. (3) Reactant: [N+:1]([C:4]1[CH:5]=[C:6]([NH:10][C:11]([NH:13][CH2:14][C:15]([OH:17])=O)=[O:12])[CH:7]=[CH:8][CH:9]=1)([O-:3])=[O:2].Cl. Product: [N+:1]([C:4]1[CH:5]=[C:6]([N:10]2[C:15](=[O:17])[CH2:14][NH:13][C:11]2=[O:12])[CH:7]=[CH:8][CH:9]=1)([O-:3])=[O:2]. The catalyst class is: 6. (4) Reactant: I[CH3:2].[CH2:3]([N:10]1[CH:16]2[CH2:17][CH2:18][CH:11]1[CH2:12][NH:13][CH2:14][CH2:15]2)[C:4]1[CH:9]=[CH:8][CH:7]=[CH:6][CH:5]=1. Product: [CH2:3]([N:10]1[CH:16]2[CH2:17][CH2:18][CH:11]1[CH2:12][N:13]([CH3:2])[CH2:14][CH2:15]2)[C:4]1[CH:5]=[CH:6][CH:7]=[CH:8][CH:9]=1. The catalyst class is: 116.